From a dataset of Reaction yield outcomes from USPTO patents with 853,638 reactions. Predict the reaction yield, written as a fraction of the theoretical maximum amount of product (1.0 means a 100% yield; for example, 0.34 means a 34% yield). (1) The reactants are Br[C:2]1[N:3]([C:8]2[CH:13]=[C:12]([O:14][CH3:15])[CH:11]=[C:10]([O:16][CH3:17])[C:9]=2[N+:18]([O-:20])=[O:19])[CH:4]=[C:5]([CH3:7])[N:6]=1.[CH3:21][C:22]1[CH:27]=[CH:26][N:25]=[CH:24][C:23]=1B(O)O.C([O-])([O-])=O.[K+].[K+]. The catalyst is C1C=CC([P]([Pd]([P](C2C=CC=CC=2)(C2C=CC=CC=2)C2C=CC=CC=2)([P](C2C=CC=CC=2)(C2C=CC=CC=2)C2C=CC=CC=2)[P](C2C=CC=CC=2)(C2C=CC=CC=2)C2C=CC=CC=2)(C2C=CC=CC=2)C2C=CC=CC=2)=CC=1. The product is [CH3:17][O:16][C:10]1[C:9]([N+:18]([O-:20])=[O:19])=[C:8]([N:3]2[CH:4]=[C:5]([CH3:7])[N:6]=[C:2]2[C:23]2[CH:24]=[N:25][CH:26]=[CH:27][C:22]=2[CH3:21])[CH:13]=[C:12]([O:14][CH3:15])[CH:11]=1. The yield is 0.690. (2) The reactants are [C:1]12([CH2:11][C:12]([OH:14])=O)[CH2:10][CH:5]3[CH2:6][CH:7]([CH2:9][CH:3]([CH2:4]3)[CH2:2]1)[CH2:8]2.CCN=C=NCCCN(C)C.C(N(CC)CC)C.[CH3:33][NH:34][CH2:35][C:36]1[S:37][CH:38]=[CH:39][CH:40]=1. The catalyst is C(Cl)Cl.CN(C1C=CN=CC=1)C. The product is [C:1]12([CH2:11][C:12]([N:34]([CH3:33])[CH2:35][C:36]3[S:37][CH:38]=[CH:39][CH:40]=3)=[O:14])[CH2:10][CH:5]3[CH2:4][CH:3]([CH2:9][CH:7]([CH2:6]3)[CH2:8]1)[CH2:2]2. The yield is 0.680. (3) The reactants are [CH3:1][C:2]1[C:3]([NH:8][C:9]2[C:18]3[C:13](=[CH:14][CH:15]=[C:16](I)[CH:17]=3)[N:12]=[CH:11][CH:10]=2)=[N:4][NH:5][C:6]=1[CH3:7].C(=O)([O-])[O-].[Na+].[Na+].[O:26]1[CH2:30][CH2:29][CH:28]([SH:31])[CH2:27]1. The catalyst is O1CCOCC1. The product is [CH3:1][C:2]1[C:3]([NH:8][C:9]2[C:18]3[C:13](=[CH:14][CH:15]=[C:16]([S:31][CH:28]4[CH2:29][CH2:30][O:26][CH2:27]4)[CH:17]=3)[N:12]=[CH:11][CH:10]=2)=[N:4][NH:5][C:6]=1[CH3:7]. The yield is 0.233.